From a dataset of Full USPTO retrosynthesis dataset with 1.9M reactions from patents (1976-2016). Predict the reactants needed to synthesize the given product. (1) The reactants are: C[O:2][C:3](=[O:33])[CH2:4][O:5][C:6]1[CH:7]=[C:8]2[C:12](=[CH:13][CH:14]=1)[N:11]([S:15]([C:18]1[S:19][C:20]([C:23]3[CH:27]=[C:26]([C:28]([F:31])([F:30])[F:29])[N:25]([CH3:32])[N:24]=3)=[CH:21][CH:22]=1)(=[O:17])=[O:16])[CH:10]=[CH:9]2.[OH-].[K+].Cl. Given the product [CH3:32][N:25]1[C:26]([C:28]([F:29])([F:30])[F:31])=[CH:27][C:23]([C:20]2[S:19][C:18]([S:15]([N:11]3[C:12]4[C:8](=[CH:7][C:6]([O:5][CH2:4][C:3]([OH:33])=[O:2])=[CH:14][CH:13]=4)[CH:9]=[CH:10]3)(=[O:17])=[O:16])=[CH:22][CH:21]=2)=[N:24]1, predict the reactants needed to synthesize it. (2) Given the product [Cl:1][C:2]1[CH:3]=[C:4]2[C:8](=[C:9]([Cl:11])[CH:10]=1)[NH:7][C:6](=[O:12])[C:5]2([CH2:15][CH2:16][CH2:17][CH2:18][CH2:19][N:31]1[CH2:30][CH2:29][N:28]([C:25]2[CH:24]=[CH:23][C:22]([Cl:21])=[CH:27][CH:26]=2)[CH2:33][CH2:32]1)[CH2:13][CH3:14], predict the reactants needed to synthesize it. The reactants are: [Cl:1][C:2]1[CH:3]=[C:4]2[C:8](=[C:9]([Cl:11])[CH:10]=1)[NH:7][C:6](=[O:12])[C:5]2([CH2:15][CH2:16][CH2:17][CH2:18][CH2:19]Cl)[CH2:13][CH3:14].[Cl:21][C:22]1[CH:27]=[CH:26][C:25]([N:28]2[CH2:33][CH2:32][NH:31][CH2:30][CH2:29]2)=[CH:24][CH:23]=1. (3) Given the product [CH:1]1([C:4]2[N:9]=[CH:8][C:7]([NH:10][C:11]3[N:16]=[C:15]([F:17])[C:14]([C:18]([C:20]4[C:28]5[C:23](=[N:24][CH:25]=[C:26]([CH3:29])[CH:27]=5)[NH:22][CH:21]=4)=[O:19])=[CH:13][CH:12]=3)=[CH:6][CH:5]=2)[CH2:2][CH2:3]1, predict the reactants needed to synthesize it. The reactants are: [CH:1]1([C:4]2[N:9]=[CH:8][C:7]([NH:10][C:11]3[N:16]=[C:15]([F:17])[C:14]([C:18]([C:20]4[C:28]5[C:23](=[N:24][CH:25]=[C:26]([CH3:29])[CH:27]=5)[N:22]([Si](C(C)C)(C(C)C)C(C)C)[CH:21]=4)=[O:19])=[CH:13][CH:12]=3)=[CH:6][CH:5]=2)[CH2:3][CH2:2]1.O. (4) Given the product [CH3:61][N:62]([CH3:66])[CH2:63][CH2:64][NH:65][C:58](=[O:60])[CH2:57][C:56]1[N:42]2[CH:43]=[C:44]([C:51]3[CH:55]=[CH:54][O:53][CH:52]=3)[CH:45]=[C:46]([C:47]([F:49])([F:48])[F:50])[C:41]2=[N:40][C:39]=1[C:37]([N:34]1[CH2:35][CH2:36][CH:32]([C:29]2[CH:30]=[CH:31][C:26]([F:25])=[CH:27][CH:28]=2)[CH2:33]1)=[O:38], predict the reactants needed to synthesize it. The reactants are: CN(C(ON1N=NC2C=CC=NC1=2)=[N+](C)C)C.F[P-](F)(F)(F)(F)F.[F:25][C:26]1[CH:31]=[CH:30][C:29]([CH:32]2[CH2:36][CH2:35][N:34]([C:37]([C:39]3[N:40]=[C:41]4[C:46]([C:47]([F:50])([F:49])[F:48])=[CH:45][C:44]([C:51]5[CH:55]=[CH:54][O:53][CH:52]=5)=[CH:43][N:42]4[C:56]=3[CH2:57][C:58]([OH:60])=O)=[O:38])[CH2:33]2)=[CH:28][CH:27]=1.[CH3:61][N:62]([CH3:66])[CH2:63][CH2:64][NH2:65]. (5) Given the product [Cl:1][C:2]1[CH:7]=[CH:6][CH:5]=[CH:4][C:3]=1[S:8]([C@H:11]1[CH2:15][N:14]([C:16]2[N:26]([CH2:28][C:29]3[N:33]([CH3:34])[CH:32]=[N:31][CH:30]=3)[N:27]=[C:18]([CH3:19])[CH:17]=2)[C@H:13]([C:22]([O:24][CH3:25])=[O:23])[CH2:12]1)(=[O:9])=[O:10], predict the reactants needed to synthesize it. The reactants are: [Cl:1][C:2]1[CH:7]=[CH:6][CH:5]=[CH:4][C:3]=1[S:8]([C@H:11]1[CH2:15][N:14]([C:16](=S)[CH2:17][C:18](=O)[CH3:19])[C@H:13]([C:22]([O:24][CH3:25])=[O:23])[CH2:12]1)(=[O:10])=[O:9].[NH:26]([CH2:28][C:29]1[N:33]([CH3:34])[CH:32]=[N:31][CH:30]=1)[NH2:27]. (6) Given the product [C:11]([O:14][CH2:8][C:2]1[C:3]([CH3:7])=[CH:4][CH:5]=[CH:6][N:1]=1)(=[O:13])[CH3:12], predict the reactants needed to synthesize it. The reactants are: [N:1]1[CH:6]=[CH:5][CH:4]=[C:3]([CH3:7])[C:2]=1[CH3:8].OO.[C:11]([OH:14])(=[O:13])[CH3:12]. (7) Given the product [CH3:11][C:8]1[CH:9]=[CH:10][C:5]([NH:4][C:12]2([C:1]#[N:2])[CH2:17][CH2:16][CH2:15][CH2:14][CH2:13]2)=[CH:6][CH:7]=1, predict the reactants needed to synthesize it. The reactants are: [C-:1]#[N:2].[Na+].[NH2:4][C:5]1[CH:10]=[CH:9][C:8]([CH3:11])=[CH:7][CH:6]=1.[C:12]1(=O)[CH2:17][CH2:16][CH2:15][CH2:14][CH2:13]1.C(OCC)(=O)C.